Task: Predict the product of the given reaction.. Dataset: Forward reaction prediction with 1.9M reactions from USPTO patents (1976-2016) (1) Given the reactants [F:1][C:2]1[CH:3]=[C:4]2[C:11]([C:12]3[N:13]=[N:14][C:15]4[C:20]5([CH2:22][CH2:21]5)[C:19](=[O:23])[NH:18][C:16]=4[N:17]=3)=[N:10][NH:9][C:5]2=[N:6][C:7]=1[CH3:8].C(=O)([O-])[O-].[Cs+].[Cs+].Br[CH2:31][C:32]1[CH:37]=[CH:36][CH:35]=[C:34]([F:38])[C:33]=1[F:39], predict the reaction product. The product is: [F:39][C:33]1[C:34]([F:38])=[CH:35][CH:36]=[CH:37][C:32]=1[CH2:31][N:9]1[C:5]2=[N:6][C:7]([CH3:8])=[C:2]([F:1])[CH:3]=[C:4]2[C:11]([C:12]2[N:13]=[N:14][C:15]3[C:20]4([CH2:22][CH2:21]4)[C:19](=[O:23])[NH:18][C:16]=3[N:17]=2)=[N:10]1. (2) Given the reactants [NH2:1][CH2:2][C@H:3]1[N:10]([C:11]([C:13]2[N:14]=[C:15]([CH3:25])[S:16][C:17]=2[C:18]2[CH:19]=[C:20]([CH3:24])[CH:21]=[CH:22][CH:23]=2)=[O:12])[CH2:9][C@H:8]2[C@@H:4]1[CH2:5][C:6]([F:27])([F:26])[CH2:7]2.[CH3:28][N:29]1[C:37]2[C:32](=[CH:33][CH:34]=[CH:35][CH:36]=2)[C:31]([C:38](O)=[O:39])=[N:30]1, predict the reaction product. The product is: [F:26][C:6]1([F:27])[CH2:5][C@H:4]2[C@H:8]([CH2:9][N:10]([C:11]([C:13]3[N:14]=[C:15]([CH3:25])[S:16][C:17]=3[C:18]3[CH:19]=[C:20]([CH3:24])[CH:21]=[CH:22][CH:23]=3)=[O:12])[C@@H:3]2[CH2:2][NH:1][C:38]([C:31]2[C:32]3[C:37](=[CH:36][CH:35]=[CH:34][CH:33]=3)[N:29]([CH3:28])[N:30]=2)=[O:39])[CH2:7]1. (3) The product is: [C:31]([C:28]1[CH:27]=[CH:26][C:25]([S:22]([NH:21][C:11]2[CH:12]=[C:13]3[C:8](=[CH:9][CH:10]=2)[NH:7][C:6]([C:4]([OH:5])=[O:3])=[C:14]3[C:15]2[CH:20]=[CH:19][CH:18]=[CH:17][CH:16]=2)(=[O:24])=[O:23])=[CH:30][CH:29]=1)([CH3:34])([CH3:32])[CH3:33]. Given the reactants C([O:3][C:4]([C:6]1[NH:7][C:8]2[C:13]([C:14]=1[C:15]1[CH:20]=[CH:19][CH:18]=[CH:17][CH:16]=1)=[CH:12][C:11]([NH:21][S:22]([C:25]1[CH:30]=[CH:29][C:28]([C:31]([CH3:34])([CH3:33])[CH3:32])=[CH:27][CH:26]=1)(=[O:24])=[O:23])=[CH:10][CH:9]=2)=[O:5])C.[OH-].[Na+], predict the reaction product. (4) Given the reactants C(Cl)CCl.C1C=C[C:8]2N(O)N=[N:11][C:9]=2C=1.[O:15]=[C:16]1[N:21]([C:22]2[CH:27]=[CH:26][CH:25]=[CH:24][CH:23]=2)[C:20]2[S:28][C:29]([C:37](O)=[O:38])=[C:30]([C:31]3[CH:36]=[CH:35][CH:34]=[CH:33][CH:32]=3)[C:19]=2[CH:18]=[CH:17]1.Cl.C(N)C.CN1CCOCC1, predict the reaction product. The product is: [CH2:9]([NH:11][C:37]([C:29]1[S:28][C:20]2[N:21]([C:22]3[CH:23]=[CH:24][CH:25]=[CH:26][CH:27]=3)[C:16](=[O:15])[CH:17]=[CH:18][C:19]=2[C:30]=1[C:31]1[CH:32]=[CH:33][CH:34]=[CH:35][CH:36]=1)=[O:38])[CH3:8]. (5) Given the reactants [CH2:1]([C:8]1[CH:13]=[CH:12][C:11]([OH:14])=[C:10]([N+:15]([O-])=O)[CH:9]=1)[C:2]1[CH:7]=[CH:6][CH:5]=[CH:4][CH:3]=1, predict the reaction product. The product is: [NH2:15][C:10]1[CH:9]=[C:8]([CH2:1][C:2]2[CH:7]=[CH:6][CH:5]=[CH:4][CH:3]=2)[CH:13]=[CH:12][C:11]=1[OH:14].